From a dataset of Forward reaction prediction with 1.9M reactions from USPTO patents (1976-2016). Predict the product of the given reaction. Given the reactants [CH3:1][O:2][C:3]1[C:11]([C:12]([F:15])([F:14])[F:13])=[CH:10][CH:9]=[CH:8][C:4]=1[C:5]([OH:7])=O.ON1C2C=CC=CC=2N=N1.[NH:26]1[CH2:31][CH2:30][O:29][CH2:28][CH2:27]1.CN(CCCN=C=NCC)C.Cl, predict the reaction product. The product is: [CH3:1][O:2][C:3]1[C:11]([C:12]([F:15])([F:14])[F:13])=[CH:10][CH:9]=[CH:8][C:4]=1[C:5]([N:26]1[CH2:31][CH2:30][O:29][CH2:28][CH2:27]1)=[O:7].